This data is from Forward reaction prediction with 1.9M reactions from USPTO patents (1976-2016). The task is: Predict the product of the given reaction. Given the reactants [F:1][C:2]1[CH:10]=[C:9]2[C:5]([C:6]([C:20]3[CH:21]=[N:22][N:23]([CH:25]4[CH2:30][CH2:29][CH:28]([C:31]([O-:33])=[O:32])[CH2:27][CH2:26]4)[CH:24]=3)=[CH:7][N:8]2S(C2C=CC=CC=2)(=O)=O)=[CH:4][CH:3]=1.CS(OC1CC(C(OCC2C=CC=CC=2)=O)C1)(=O)=O.[OH-].[Na+], predict the reaction product. The product is: [F:1][C:2]1[CH:10]=[C:9]2[C:5]([C:6]([C:20]3[CH:21]=[N:22][N:23]([CH:25]4[CH2:26][CH2:27][CH:28]([C:31]([OH:33])=[O:32])[CH2:29][CH2:30]4)[CH:24]=3)=[CH:7][NH:8]2)=[CH:4][CH:3]=1.